Dataset: Full USPTO retrosynthesis dataset with 1.9M reactions from patents (1976-2016). Task: Predict the reactants needed to synthesize the given product. Given the product [Br:1][C:2]1[C:3]([C:4]([O:6][CH2:19][CH3:20])=[O:5])=[C:7]([CH:8]=[CH:9][C:10]=1[N+:11]([O-:13])=[O:12])[C:14]([OH:16])=[O:15], predict the reactants needed to synthesize it. The reactants are: [Br:1][C:2]1[C:10]([N+:11]([O-:13])=[O:12])=[CH:9][CH:8]=[C:7]([C:14]([O:16]CC)=[O:15])[C:3]=1[C:4]([OH:6])=[O:5].[CH2:19](O)[CH3:20].